Dataset: Full USPTO retrosynthesis dataset with 1.9M reactions from patents (1976-2016). Task: Predict the reactants needed to synthesize the given product. (1) Given the product [C:17]([CH2:16][CH2:15][C:14]1[C:13]2[C:8](=[CH:9][CH:10]=[CH:11][CH:12]=2)[N:7]([CH2:23][C:24]2[C:33]3[C:28](=[CH:29][CH:30]=[CH:31][CH:32]=3)[CH:27]=[CH:26][CH:25]=2)[C:6]=1[C:4]([OH:3])=[O:5])([OH:19])=[O:18], predict the reactants needed to synthesize it. The reactants are: C([O:3][C:4]([C:6]1[NH:7][C:8]2[C:13]([C:14]=1[CH2:15][CH2:16][C:17]([O:19]CC)=[O:18])=[CH:12][CH:11]=[CH:10][CH:9]=2)=[O:5])C.Br[CH2:23][C:24]1[C:33]2[C:28](=[CH:29][CH:30]=[CH:31][CH:32]=2)[CH:27]=[CH:26][CH:25]=1. (2) Given the product [CH:27](=[C:20]1[CH2:19][CH2:18][C:17]([CH2:16][NH:15][C:13](=[O:14])[C:12]2[CH:25]=[CH:26][C:9]([O:8][CH2:1][C:2]3[CH:7]=[CH:6][CH:5]=[CH:4][CH:3]=3)=[CH:10][CH:11]=2)([OH:24])[CH2:22][CH2:21]1)[C:28]1[CH:33]=[CH:32][CH:31]=[CH:30][CH:29]=1, predict the reactants needed to synthesize it. The reactants are: [CH2:1]([O:8][C:9]1[CH:26]=[CH:25][C:12]([C:13]([NH:15][CH2:16][C:17]2([OH:24])[CH2:22][CH2:21][C:20](=O)[CH2:19][CH2:18]2)=[O:14])=[CH:11][CH:10]=1)[C:2]1[CH:7]=[CH:6][CH:5]=[CH:4][CH:3]=1.[CH2:27](P(=O)(OCC)OCC)[C:28]1[CH:33]=[CH:32][CH:31]=[CH:30][CH:29]=1.[H-].[Na+]. (3) Given the product [CH2:17]([O:16][C:14](=[O:15])[C:13]([NH:4][CH:1]1[CH2:3][CH2:2]1)=[O:19])[CH3:18], predict the reactants needed to synthesize it. The reactants are: [CH:1]1([NH2:4])[CH2:3][CH2:2]1.C(N(CC)CC)C.Cl[C:13](=[O:19])[C:14]([O:16][CH2:17][CH3:18])=[O:15]. (4) Given the product [CH2:1]([N:3]([S:11]([C:14]1[CH:15]=[CH:16][C:17]([F:20])=[CH:18][CH:19]=1)(=[O:12])=[O:13])[C:4]1([C:7]([OH:9])=[O:8])[CH2:6][CH2:5]1)[CH3:2], predict the reactants needed to synthesize it. The reactants are: [CH2:1]([N:3]([S:11]([C:14]1[CH:19]=[CH:18][C:17]([F:20])=[CH:16][CH:15]=1)(=[O:13])=[O:12])[C:4]1([C:7]([O:9]C)=[O:8])[CH2:6][CH2:5]1)[CH3:2].[OH-].[Na+]. (5) The reactants are: Br[C:2]1[S:6][C:5]([CH2:7][C@@H:8]([C:17]([O:19][CH3:20])=[O:18])[NH:9][C:10]([O:12][C:13]([CH3:16])([CH3:15])[CH3:14])=[O:11])=[CH:4][CH:3]=1.[CH3:21][CH:22]([OH:26])[CH2:23][C:24]#[CH:25]. Given the product [C:13]([O:12][C:10]([NH:9][C@H:8]([C:17]([O:19][CH3:20])=[O:18])[CH2:7][C:5]1[S:6][C:2]([C:25]#[C:24][CH2:23][CH:22]([OH:26])[CH3:21])=[CH:3][CH:4]=1)=[O:11])([CH3:16])([CH3:15])[CH3:14], predict the reactants needed to synthesize it.